Dataset: Reaction yield outcomes from USPTO patents with 853,638 reactions. Task: Predict the reaction yield, written as a fraction of the theoretical maximum amount of product (1.0 means a 100% yield; for example, 0.34 means a 34% yield). (1) The reactants are [NH2:1][C:2]1[N:7]=[CH:6][C:5]([N:8]2[CH2:13][CH2:12][N:11]([C:14]([O:16][C:17]([CH3:20])([CH3:19])[CH3:18])=[O:15])[CH2:10][C@@H:9]2[CH3:21])=[CH:4][CH:3]=1.Br[C:23]1[C:24](=[O:31])[N:25]([CH3:30])[CH:26]=[C:27]([Br:29])[CH:28]=1.C(=O)([O-])[O-].[Cs+].[Cs+]. The catalyst is C1C=CC(/C=C/C(/C=C/C2C=CC=CC=2)=O)=CC=1.C1C=CC(/C=C/C(/C=C/C2C=CC=CC=2)=O)=CC=1.C1C=CC(/C=C/C(/C=C/C2C=CC=CC=2)=O)=CC=1.[Pd].[Pd].CC1(C)C2C(=C(P(C3C=CC=CC=3)C3C=CC=CC=3)C=CC=2)OC2C(P(C3C=CC=CC=3)C3C=CC=CC=3)=CC=CC1=2.O1CCOCC1. The product is [C:17]([O:16][C:14]([N:11]1[CH2:12][CH2:13][N:8]([C:5]2[CH:6]=[N:7][C:2]([NH:1][C:23]3[C:24](=[O:31])[N:25]([CH3:30])[CH:26]=[C:27]([Br:29])[CH:28]=3)=[CH:3][CH:4]=2)[C@@H:9]([CH3:21])[CH2:10]1)=[O:15])([CH3:20])([CH3:19])[CH3:18]. The yield is 0.830. (2) The reactants are [CH2:1]([O:3][C:4](=[O:21])[CH2:5][O:6][C:7]1[CH:12]=[CH:11][C:10]([O:13]CC2C=CC=CC=2)=[CH:9][CH:8]=1)[CH3:2].CCOC(C)=O. The catalyst is [Pd].CCO. The product is [CH2:1]([O:3][C:4](=[O:21])[CH2:5][O:6][C:7]1[CH:12]=[CH:11][C:10]([OH:13])=[CH:9][CH:8]=1)[CH3:2]. The yield is 0.970. (3) The reactants are F[C:2]1[CH:9]=[CH:8][C:7]([N+:10]([O-:12])=[O:11])=[CH:6][C:3]=1[C:4]#[N:5].[CH:13]([N:16]1[CH2:21][CH2:20][NH:19][CH2:18][CH2:17]1)([CH3:15])[CH3:14].C([O-])([O-])=O.[K+].[K+]. The catalyst is CN(C=O)C. The product is [CH:13]([N:16]1[CH2:21][CH2:20][N:19]([C:2]2[CH:9]=[CH:8][C:7]([N+:10]([O-:12])=[O:11])=[CH:6][C:3]=2[C:4]#[N:5])[CH2:18][CH2:17]1)([CH3:15])[CH3:14]. The yield is 0.990. (4) The reactants are [C:1]1([C@@H:7]([NH:9][C@H:10]2[CH2:15][CH2:14][N:13]([C:16]([O:18][C:19]([CH3:22])([CH3:21])[CH3:20])=[O:17])[CH2:12][C@H:11]2[C:23](OC)=[O:24])[CH3:8])[CH:6]=[CH:5][CH:4]=[CH:3][CH:2]=1.[H-].[H-].[H-].[H-].[Li+].[Al+3]. The catalyst is CCOCC. The product is [OH:24][CH2:23][C@H:11]1[C@@H:10]([NH:9][C@H:7]([C:1]2[CH:2]=[CH:3][CH:4]=[CH:5][CH:6]=2)[CH3:8])[CH2:15][CH2:14][N:13]([C:16]([O:18][C:19]([CH3:20])([CH3:22])[CH3:21])=[O:17])[CH2:12]1. The yield is 1.00.